Task: Predict which catalyst facilitates the given reaction.. Dataset: Catalyst prediction with 721,799 reactions and 888 catalyst types from USPTO (1) Reactant: [F:1][C:2]([F:34])([F:33])[C:3]1[CH:4]=[C:5]([CH:26]=[C:27]([C:29]([F:32])([F:31])[F:30])[CH:28]=1)[CH2:6][N:7]([CH3:25])[C:8](=[O:24])[C:9]1[C:14]([C:15]2[CH:20]=[CH:19][CH:18]=[CH:17][C:16]=2[CH3:21])=[CH:13][C:12]([CH2:22][OH:23])=[N:11][CH:10]=1.O[C:36]1[CH:37]=[C:38]([C:42]([F:45])([F:44])[F:43])[CH:39]=[CH:40][CH:41]=1.C1(P(C2C=CC=CC=2)C2C=CC=CC=2)C=CC=CC=1.N(C(OCC)=O)=NC(OCC)=O. Product: [F:31][C:29]([F:32])([F:30])[C:27]1[CH:26]=[C:5]([CH:4]=[C:3]([C:2]([F:33])([F:1])[F:34])[CH:28]=1)[CH2:6][N:7]([CH3:25])[C:8](=[O:24])[C:9]1[C:14]([C:15]2[CH:20]=[CH:19][CH:18]=[CH:17][C:16]=2[CH3:21])=[CH:13][C:12]([CH2:22][O:23][C:36]2[CH:41]=[CH:40][CH:39]=[C:38]([C:42]([F:45])([F:44])[F:43])[CH:37]=2)=[N:11][CH:10]=1. The catalyst class is: 54. (2) Reactant: Cl[C:2]1[C:7]([F:8])=[CH:6][N:5]=[C:4]([O:9][CH2:10][C:11]2[CH:16]=[CH:15][CH:14]=[C:13]([O:17][CH3:18])[CH:12]=2)[N:3]=1.CCO.O.[NH2:23][NH2:24]. Product: [F:8][C:7]1[C:2]([NH:23][NH2:24])=[N:3][C:4]([O:9][CH2:10][C:11]2[CH:16]=[CH:15][CH:14]=[C:13]([O:17][CH3:18])[CH:12]=2)=[N:5][CH:6]=1. The catalyst class is: 6. (3) Reactant: [Si:1]([O:18][CH2:19][CH2:20][CH2:21][C:22]1[CH:46]=[CH:45][C:25]([O:26][CH2:27][CH:28]([OH:44])[CH2:29][O:30][C:31]2[CH:36]=[CH:35][C:34]([C:37]([O:39][C:40]([CH3:43])([CH3:42])[CH3:41])=[O:38])=[CH:33][CH:32]=2)=[CH:24][CH:23]=1)([C:14]([CH3:17])([CH3:16])[CH3:15])([C:8]1[CH:13]=[CH:12][CH:11]=[CH:10][CH:9]=1)[C:2]1[CH:7]=[CH:6][CH:5]=[CH:4][CH:3]=1.CC(OI1(OC(C)=O)(OC(C)=O)OC(=O)C2C1=CC=CC=2)=O. Product: [Si:1]([O:18][CH2:19][CH2:20][CH2:21][C:22]1[CH:23]=[CH:24][C:25]([O:26][CH2:27][C:28](=[O:44])[CH2:29][O:30][C:31]2[CH:36]=[CH:35][C:34]([C:37]([O:39][C:40]([CH3:43])([CH3:42])[CH3:41])=[O:38])=[CH:33][CH:32]=2)=[CH:45][CH:46]=1)([C:14]([CH3:17])([CH3:15])[CH3:16])([C:2]1[CH:7]=[CH:6][CH:5]=[CH:4][CH:3]=1)[C:8]1[CH:13]=[CH:12][CH:11]=[CH:10][CH:9]=1. The catalyst class is: 96. (4) Reactant: [C:1](OC)(=[O:5])[C:2]([CH3:4])=O.[CH3:8][O:9][C:10]1[CH:15]=[CH:14][N:13]=[C:12]([NH2:16])[C:11]=1[NH2:17]. Product: [CH3:8][O:9][C:10]1[C:11]2[N:17]=[C:2]([CH3:4])[C:1](=[O:5])[NH:16][C:12]=2[N:13]=[CH:14][CH:15]=1. The catalyst class is: 8. (5) Product: [F:1][C:2]1[CH:3]=[C:4]([NH:32][C:50]([NH:49][C:47](=[O:48])[CH2:46][C:40]2[CH:41]=[CH:42][CH:43]=[CH:44][CH:45]=2)=[S:51])[CH:5]=[CH:6][C:7]=1[O:8][C:9]1[C:18]2[C:13](=[CH:14][C:15]([O:21][CH2:22][CH:23]3[CH2:24][CH:25]4[CH2:29][N:28]([CH3:30])[CH2:27][CH:26]4[CH2:31]3)=[C:16]([O:19][CH3:20])[CH:17]=2)[N:12]=[CH:11][CH:10]=1. The catalyst class is: 8. Reactant: [F:1][C:2]1[CH:3]=[C:4]([NH2:32])[CH:5]=[CH:6][C:7]=1[O:8][C:9]1[C:18]2[C:13](=[CH:14][C:15]([O:21][CH2:22][CH:23]3[CH2:31][CH:26]4[CH2:27][N:28]([CH3:30])[CH2:29][CH:25]4[CH2:24]3)=[C:16]([O:19][CH3:20])[CH:17]=2)[N:12]=[CH:11][CH:10]=1.C1(C)C=CC=CC=1.[C:40]1([CH2:46][C:47]([N:49]=[C:50]=[S:51])=[O:48])[CH:45]=[CH:44][CH:43]=[CH:42][CH:41]=1. (6) Reactant: P(Cl)(Cl)(Cl)=O.[F:6][CH:7]([F:19])[O:8][C:9]1[CH:10]=[C:11]2[C:15](=[CH:16][CH:17]=1)[N:14]([CH3:18])[CH:13]=[CH:12]2.[OH-].[Na+].CN([CH:25]=[O:26])C. Product: [F:19][CH:7]([F:6])[O:8][C:9]1[CH:10]=[C:11]2[C:15](=[CH:16][CH:17]=1)[N:14]([CH3:18])[CH:13]=[C:12]2[CH:25]=[O:26]. The catalyst class is: 6. (7) Reactant: C(O[BH-](OC(=O)C)OC(=O)C)(=O)C.[Na+].O=[C:16]1[CH2:21][CH2:20][N:19]([C:22]([O:24][C:25]([CH3:28])([CH3:27])[CH3:26])=[O:23])[CH2:18][CH2:17]1.[CH2:29]([NH2:33])[CH:30]([CH3:32])[CH3:31].C(O)(=O)C.[OH-].[Na+]. Product: [C:25]([O:24][C:22]([N:19]1[CH2:20][CH2:21][CH:16]([NH:33][CH2:29][CH:30]([CH3:32])[CH3:31])[CH2:17][CH2:18]1)=[O:23])([CH3:28])([CH3:27])[CH3:26]. The catalyst class is: 26.